Dataset: Forward reaction prediction with 1.9M reactions from USPTO patents (1976-2016). Task: Predict the product of the given reaction. (1) Given the reactants [Cl:1][C:2]1[S:6][C:5]([C:7]([O:9]C)=[O:8])=[CH:4][C:3]=1[C:11]1[N:15]([CH3:16])[N:14]=[CH:13][CH:12]=1.[OH-].[Na+], predict the reaction product. The product is: [Cl:1][C:2]1[S:6][C:5]([C:7]([OH:9])=[O:8])=[CH:4][C:3]=1[C:11]1[N:15]([CH3:16])[N:14]=[CH:13][CH:12]=1. (2) Given the reactants [O:1]1[C:5]2=[CH:6][C:7]3[CH2:8][CH2:9][CH2:10][N:11]([C:14]4[C:15](=[O:28])[NH:16][C:17]5[C:22]([N:23]=4)=[CH:21][C:20]([C:24]([O:26][CH3:27])=[O:25])=[CH:19][CH:18]=5)[C:12]=3[CH:13]=[C:4]2[O:3][CH2:2]1.N1C=CC=CC=1.[O:35](S(C(F)(F)F)(=O)=O)[S:36]([C:39]([F:42])([F:41])[F:40])(=O)=[O:37], predict the reaction product. The product is: [O:1]1[C:5]2=[CH:6][C:7]3[CH2:8][CH2:9][CH2:10][N:11]([C:14]4[C:15]([O:28][S:36]([C:39]([F:42])([F:41])[F:40])(=[O:37])=[O:35])=[N:16][C:17]5[C:22]([N:23]=4)=[CH:21][C:20]([C:24]([O:26][CH3:27])=[O:25])=[CH:19][CH:18]=5)[C:12]=3[CH:13]=[C:4]2[O:3][CH2:2]1. (3) Given the reactants Cl[C:2]1[CH:11]=[CH:10][C:9]2[C:4](=[CH:5][CH:6]=[CH:7][C:8]=2[Cl:12])[N:3]=1.[NH:13]1[CH2:18][CH2:17][CH:16]([CH2:19][CH2:20][OH:21])[CH2:15][CH2:14]1, predict the reaction product. The product is: [Cl:12][C:8]1[CH:7]=[CH:6][CH:5]=[C:4]2[C:9]=1[CH:10]=[CH:11][C:2]([N:13]1[CH2:18][CH2:17][CH:16]([CH2:19][CH2:20][OH:21])[CH2:15][CH2:14]1)=[N:3]2. (4) Given the reactants [F:1][C:2]1[CH:26]=[C:25]([S:27]([CH3:30])(=[O:29])=[O:28])[CH:24]=[CH:23][C:3]=1[CH2:4][O:5][CH2:6][C@@H:7]1[CH2:9][C@@H:8]1[CH:10]1[CH2:15][CH2:14][N:13](C(OC(C)(C)C)=O)[CH2:12][CH2:11]1.[ClH:31].O1CCOCC1, predict the reaction product. The product is: [ClH:31].[F:1][C:2]1[CH:26]=[C:25]([S:27]([CH3:30])(=[O:29])=[O:28])[CH:24]=[CH:23][C:3]=1[CH2:4][O:5][CH2:6][C@@H:7]1[CH2:9][C@@H:8]1[CH:10]1[CH2:11][CH2:12][NH:13][CH2:14][CH2:15]1. (5) Given the reactants [H-].[H-].[H-].[H-].[Li+].[Al+3].[CH2:7](/[C:9](=[CH:12]\[C:13]1[CH:18]=[CH:17][C:16]([CH3:19])=[CH:15][CH:14]=1)/[CH:10]=[O:11])[CH3:8], predict the reaction product. The product is: [CH2:7](/[C:9](=[CH:12]\[C:13]1[CH:18]=[CH:17][C:16]([CH3:19])=[CH:15][CH:14]=1)/[CH2:10][OH:11])[CH3:8]. (6) The product is: [CH3:1][O:2][C:3]([C:5]1([C:9]2[CH:14]=[CH:13][C:12]([NH:15][C:16]3[CH:21]=[C:20]([C:22]4[CH:27]=[CH:26][CH:25]=[CH:24][CH:23]=4)[N:19]=[C:18]([C:35]4[CH:36]=[CH:37][C:32]([C:29](=[O:31])[CH3:30])=[CH:33][CH:34]=4)[N:17]=3)=[CH:11][CH:10]=2)[CH2:8][CH2:7][CH2:6]1)=[O:4]. Given the reactants [CH3:1][O:2][C:3]([C:5]1([C:9]2[CH:14]=[CH:13][C:12]([NH:15][C:16]3[CH:21]=[C:20]([C:22]4[CH:27]=[CH:26][CH:25]=[CH:24][CH:23]=4)[N:19]=[C:18](Cl)[N:17]=3)=[CH:11][CH:10]=2)[CH2:8][CH2:7][CH2:6]1)=[O:4].[C:29]([C:32]1[CH:37]=[CH:36][C:35](B(O)O)=[CH:34][CH:33]=1)(=[O:31])[CH3:30].C1(B(O)O)C=CC=CC=1, predict the reaction product. (7) Given the reactants Br[C:2]1[CH:3]=[N:4][CH:5]=[CH:6][CH:7]=1.[CH2:8]([O:10][C:11]1[CH:16]=[CH:15][CH:14]=[CH:13][C:12]=1[OH:17])[CH3:9].CC(C)(C(=O)CC(=O)C(C)(C)C)C.C(=O)([O-])[O-].[Cs+].[Cs+].Cl.[OH-].[NH4+], predict the reaction product. The product is: [CH2:8]([O:10][C:11]1[CH:16]=[CH:15][CH:14]=[CH:13][C:12]=1[O:17][C:2]1[CH:3]=[N:4][CH:5]=[CH:6][CH:7]=1)[CH3:9]. (8) Given the reactants [F:1][C:2]1[C:10]2[NH:9][C:8](=[O:11])[N:7]([C:12]3[CH:17]=[CH:16][C:15]([I:18])=[CH:14][C:13]=3[F:19])[C:6]=2[C:5]([F:20])=[C:4]([F:21])[CH:3]=1.[Li+].C[Si]([N-][Si](C)(C)C)(C)C.[CH:32]1([S:35](Cl)(=[O:37])=[O:36])[CH2:34][CH2:33]1, predict the reaction product. The product is: [CH:32]1([S:35]([N:9]2[C:10]3[C:2]([F:1])=[CH:3][C:4]([F:21])=[C:5]([F:20])[C:6]=3[N:7]([C:12]3[CH:17]=[CH:16][C:15]([I:18])=[CH:14][C:13]=3[F:19])[C:8]2=[O:11])(=[O:37])=[O:36])[CH2:34][CH2:33]1.